This data is from Reaction yield outcomes from USPTO patents with 853,638 reactions. The task is: Predict the reaction yield, written as a fraction of the theoretical maximum amount of product (1.0 means a 100% yield; for example, 0.34 means a 34% yield). (1) The reactants are [P:1]([O:13][CH2:14][C:15]([N:17]1[CH2:22][CH2:21][N:20]([CH2:23][C:24]2[CH:25]=[N:26][C:27]([C:30]3[S:38][C:37]4[C:32](=[N:33][CH:34]=[CH:35][C:36]=4[O:39][C:40]4[CH:45]=[CH:44][C:43]([NH:46][C:47]([NH:49][CH:50]5[CH2:52][CH2:51]5)=[O:48])=[CH:42][C:41]=4[F:53])[CH:31]=3)=[CH:28][CH:29]=2)[CH2:19][CH2:18]1)=[O:16])([O:8]C(C)(C)C)([O:3]C(C)(C)C)=[O:2].Cl.O1CCOCC1. The catalyst is C(Cl)Cl. The product is [P:1]([OH:3])([OH:8])([O:13][CH2:14][C:15]([N:17]1[CH2:18][CH2:19][N:20]([CH2:23][C:24]2[CH:25]=[N:26][C:27]([C:30]3[S:38][C:37]4[C:32](=[N:33][CH:34]=[CH:35][C:36]=4[O:39][C:40]4[CH:45]=[CH:44][C:43]([NH:46][C:47]([NH:49][CH:50]5[CH2:51][CH2:52]5)=[O:48])=[CH:42][C:41]=4[F:53])[CH:31]=3)=[CH:28][CH:29]=2)[CH2:21][CH2:22]1)=[O:16])=[O:2]. The yield is 0.250. (2) The product is [Br:1][C:2]1[N:6]([C:12]([O:14][C:15]([CH3:18])([CH3:17])[CH3:16])=[O:13])[C:5]([C:7]([O:9][CH2:10][CH3:11])=[O:8])=[CH:4][CH:3]=1. The reactants are [Br:1][C:2]1[NH:6][C:5]([C:7]([O:9][CH2:10][CH3:11])=[O:8])=[CH:4][CH:3]=1.[C:12](O[C:12]([O:14][C:15]([CH3:18])([CH3:17])[CH3:16])=[O:13])([O:14][C:15]([CH3:18])([CH3:17])[CH3:16])=[O:13].C(N(CC)CC)C.O. The catalyst is ClCCl.CN(C)C1C=CN=CC=1. The yield is 0.940. (3) The reactants are CCN(/[CH:6]=[C:7](/[C:11]([O:13][CH2:14][CH3:15])=[O:12])\[C:8]([CH3:10])=O)CC.Cl.[C:17]([NH:21][NH2:22])([CH3:20])([CH3:19])[CH3:18]. The catalyst is CCO. The product is [C:17]([N:21]1[C:8]([CH3:10])=[C:7]([C:11]([O:13][CH2:14][CH3:15])=[O:12])[CH:6]=[N:22]1)([CH3:20])([CH3:19])[CH3:18]. The yield is 0.960. (4) The reactants are [OH:1][C:2]1[C:3]([C:17](=O)[CH3:18])=[N:4][N:5]([CH3:16])[C:6]=1[C:7]1[CH:12]=[CH:11][C:10]([CH2:13][CH2:14][CH3:15])=[CH:9][CH:8]=1.[NH:20]([C:22]([NH:24][C:25]1[CH:33]=[CH:32][C:28]([C:29]([OH:31])=[O:30])=[CH:27][CH:26]=1)=[S:23])[NH2:21].CN(C)C=O. The catalyst is Cl.O. The product is [OH:1][C:2]1[C:3]([C:17](=[N:21][NH:20][C:22]([NH:24][C:25]2[CH:33]=[CH:32][C:28]([C:29]([OH:31])=[O:30])=[CH:27][CH:26]=2)=[S:23])[CH3:18])=[N:4][N:5]([CH3:16])[C:6]=1[C:7]1[CH:12]=[CH:11][C:10]([CH2:13][CH2:14][CH3:15])=[CH:9][CH:8]=1. The yield is 0.790. (5) The reactants are [C:1]([O:5][C:6]([NH:8][C@@H:9]([C:13]1[CH:18]=[CH:17][C:16]([C:19]([F:22])([F:21])[F:20])=[CH:15][CH:14]=1)[C:10]([OH:12])=O)=[O:7])([CH3:4])([CH3:3])[CH3:2].[CH3:23][O:24][CH2:25][CH2:26][O:27][CH2:28][CH2:29][O:30][CH2:31][CH2:32][O:33][C@H:34]1[CH2:38][CH2:37][NH:36][CH2:35]1.C(N(CC)C(C)C)(C)C.F[B-](F)(F)F.N1(OC(N(C)C)=[N+](C)C)C2C=CC=CC=2N=N1. The catalyst is O1CCCC1. The product is [CH3:23][O:24][CH2:25][CH2:26][O:27][CH2:28][CH2:29][O:30][CH2:31][CH2:32][O:33][C@H:34]1[CH2:38][CH2:37][N:36]([C:10](=[O:12])[C@@H:9]([NH:8][C:6](=[O:7])[O:5][C:1]([CH3:4])([CH3:2])[CH3:3])[C:13]2[CH:14]=[CH:15][C:16]([C:19]([F:20])([F:22])[F:21])=[CH:17][CH:18]=2)[CH2:35]1. The yield is 0.790. (6) The reactants are [Br:1][C:2]1[CH:7]=[CH:6][C:5]([C:8]2[CH2:13][CH2:12][N:11]([C:14]([O:16][C:17]([CH3:20])([CH3:19])[CH3:18])=[O:15])[CH2:10][CH:9]=2)=[CH:4][CH:3]=1.[H][H]. The catalyst is CCOC(C)=O.[Rh]. The product is [Br:1][C:2]1[CH:7]=[CH:6][C:5]([CH:8]2[CH2:9][CH2:10][N:11]([C:14]([O:16][C:17]([CH3:20])([CH3:19])[CH3:18])=[O:15])[CH2:12][CH2:13]2)=[CH:4][CH:3]=1. The yield is 0.940. (7) The reactants are Br[C:2]1[CH:7]=[CH:6][C:5]([S:8]([NH:11][C:12]([CH3:15])([CH3:14])[CH3:13])(=[O:10])=[O:9])=[C:4]([CH3:16])[CH:3]=1.P([O-])([O-])([O-])=O.[K+].[K+].[K+].[CH3:25][C:26]1[C:27](B2OC(C)(C)C(C)(C)O2)=[C:28]([C:31]([O:33][CH3:34])=[O:32])[S:29][CH:30]=1.C1(P(C2C=CC=CC=2)C2C=CC=CC=2)C=CC=CC=1. The catalyst is C1COCC1.O.C([O-])(=O)C.[Pd+2].C([O-])(=O)C. The product is [C:12]([NH:11][S:8]([C:5]1[CH:6]=[CH:7][C:2]([C:27]2[C:26]([CH3:25])=[CH:30][S:29][C:28]=2[C:31]([O:33][CH3:34])=[O:32])=[CH:3][C:4]=1[CH3:16])(=[O:10])=[O:9])([CH3:15])([CH3:14])[CH3:13]. The yield is 0.431.